From a dataset of Forward reaction prediction with 1.9M reactions from USPTO patents (1976-2016). Predict the product of the given reaction. Given the reactants [O:1]1[CH:5]=[CH:4][CH:3]=[C:2]1[C:6]1[N:11]=[C:10]([NH2:12])[N:9]=[C:8]2[NH:13][N:14]=[CH:15][C:7]=12.[H-].[Na+].[F:18][C:19]1[CH:26]=[CH:25][CH:24]=[CH:23][C:20]=1[CH2:21]Br, predict the reaction product. The product is: [F:18][C:19]1[CH:26]=[CH:25][CH:24]=[CH:23][C:20]=1[CH2:21][N:13]1[C:8]2=[N:9][C:10]([NH2:12])=[N:11][C:6]([C:2]3[O:1][CH:5]=[CH:4][CH:3]=3)=[C:7]2[CH:15]=[N:14]1.